Dataset: NCI-60 drug combinations with 297,098 pairs across 59 cell lines. Task: Regression. Given two drug SMILES strings and cell line genomic features, predict the synergy score measuring deviation from expected non-interaction effect. (1) Drug 2: C1=CC=C(C=C1)NC(=O)CCCCCCC(=O)NO. Drug 1: CCC1=C2CN3C(=CC4=C(C3=O)COC(=O)C4(CC)O)C2=NC5=C1C=C(C=C5)O. Cell line: SF-295. Synergy scores: CSS=54.8, Synergy_ZIP=-2.68, Synergy_Bliss=-2.67, Synergy_Loewe=-19.1, Synergy_HSA=-2.65. (2) Drug 1: C1=C(C(=O)NC(=O)N1)N(CCCl)CCCl. Drug 2: C1=NNC2=C1C(=O)NC=N2. Cell line: EKVX. Synergy scores: CSS=9.48, Synergy_ZIP=-5.97, Synergy_Bliss=-4.27, Synergy_Loewe=-5.69, Synergy_HSA=-2.91. (3) Drug 1: CN1C2=C(C=C(C=C2)N(CCCl)CCCl)N=C1CCCC(=O)O.Cl. Drug 2: C1CN(P(=O)(OC1)NCCCl)CCCl. Cell line: NCIH23. Synergy scores: CSS=3.13, Synergy_ZIP=-2.25, Synergy_Bliss=-4.51, Synergy_Loewe=-3.40, Synergy_HSA=-3.28. (4) Drug 1: CCN(CC)CCCC(C)NC1=C2C=C(C=CC2=NC3=C1C=CC(=C3)Cl)OC. Drug 2: N.N.Cl[Pt+2]Cl. Cell line: 786-0. Synergy scores: CSS=75.5, Synergy_ZIP=-3.67, Synergy_Bliss=-0.972, Synergy_Loewe=0.0935, Synergy_HSA=1.08.